Dataset: Reaction yield outcomes from USPTO patents with 853,638 reactions. Task: Predict the reaction yield, written as a fraction of the theoretical maximum amount of product (1.0 means a 100% yield; for example, 0.34 means a 34% yield). (1) The reactants are [CH2:1]([O:3][C:4]([C:6]1[O:7][C:8]2[C:14]([CH3:15])=[CH:13][C:12]([C:16]([CH2:20][CH3:21])(O)[CH2:17][CH3:18])=[CH:11][C:9]=2[CH:10]=1)=[O:5])[CH3:2].[C:22]1([CH3:29])[C:27]([OH:28])=[CH:26]C=C[CH:23]=1.B(F)(F)F.[CH3:34][CH2:35]OCC. No catalyst specified. The product is [CH2:1]([O:3][C:4]([C:6]1[O:7][C:8]2[C:14]([CH3:15])=[CH:13][C:12]([C:16]([CH2:34][CH3:35])([C:20]3[CH:21]=[CH:26][C:27]([OH:28])=[C:22]([CH3:29])[CH:23]=3)[CH2:17][CH3:18])=[CH:11][C:9]=2[CH:10]=1)=[O:5])[CH3:2]. The yield is 0.540. (2) The product is [CH3:1][O:2][C:3](=[O:22])[CH:4]([C:11]1[CH:16]=[CH:15][C:14]([S:17]([CH3:20])(=[O:19])=[O:18])=[C:13]([C:24]#[N:25])[CH:12]=1)[CH2:5][CH:6]1[CH2:10][CH2:9][CH2:8][CH2:7]1. The catalyst is CN(C)C=O. The yield is 0.760. The reactants are [CH3:1][O:2][C:3](=[O:22])[CH:4]([C:11]1[CH:16]=[CH:15][C:14]([S:17]([CH3:20])(=[O:19])=[O:18])=[C:13](Br)[CH:12]=1)[CH2:5][CH:6]1[CH2:10][CH2:9][CH2:8][CH2:7]1.[Cu][C:24]#[N:25]. (3) The reactants are CC1(C)[O:6][C:5](=O)[C@H:4]([C@H:8]([C:13]([N:15]2[CH2:20][CH2:19][N:18]([C:21]3[CH:26]=[CH:25][CH:24]=[CH:23][N:22]=3)[CH2:17][C@H:16]2[CH3:27])=[O:14])[CH2:9][CH:10]([CH3:12])[CH3:11])[O:3]1.[NH2:29][OH:30]. The catalyst is CC(O)C.O. The product is [OH:30][NH:29][C:5](=[O:6])[C@@H:4]([OH:3])[C@@H:8]([C:13]([N:15]1[CH2:20][CH2:19][N:18]([C:21]2[CH:26]=[CH:25][CH:24]=[CH:23][N:22]=2)[CH2:17][C@H:16]1[CH3:27])=[O:14])[CH2:9][CH:10]([CH3:12])[CH3:11]. The yield is 0.470. (4) The reactants are [F:1][C:2]([F:29])([F:28])[O:3][C:4]1[CH:9]=[CH:8][CH:7]=[CH:6][C:5]=1[C:10]1[C:20]2[O:19][CH2:18][CH2:17][N:16](C(OC(C)(C)C)=O)[CH2:15][C:14]=2[CH:13]=[CH:12][CH:11]=1.C(OCC)(=O)C.[ClH:36]. The catalyst is C(OCC)(=O)C. The product is [ClH:36].[F:29][C:2]([F:1])([F:28])[O:3][C:4]1[CH:9]=[CH:8][CH:7]=[CH:6][C:5]=1[C:10]1[C:20]2[O:19][CH2:18][CH2:17][NH:16][CH2:15][C:14]=2[CH:13]=[CH:12][CH:11]=1. The yield is 0.988. (5) The reactants are C([O:3][C:4](=[O:33])[CH2:5][CH2:6][C:7]1[CH:12]=[CH:11][CH:10]=[C:9]([N:13]2[C:17]([NH:18][C:19]([NH:21][C:22]3[CH:27]=[CH:26][C:25]([F:28])=[CH:24][CH:23]=3)=[O:20])=[CH:16][C:15]([C:29]([CH3:32])([CH3:31])[CH3:30])=[N:14]2)[CH:8]=1)C.[Li+].[OH-]. The catalyst is CO. The product is [C:29]([C:15]1[CH:16]=[C:17]([NH:18][C:19]([NH:21][C:22]2[CH:23]=[CH:24][C:25]([F:28])=[CH:26][CH:27]=2)=[O:20])[N:13]([C:9]2[CH:8]=[C:7]([CH2:6][CH2:5][C:4]([OH:33])=[O:3])[CH:12]=[CH:11][CH:10]=2)[N:14]=1)([CH3:32])([CH3:30])[CH3:31]. The yield is 0.900. (6) The yield is 0.970. The catalyst is O1CCOCC1. The product is [F:1][C:2]1[CH:7]=[CH:6][C:5]([O:8][CH3:9])=[CH:4][C:3]=1[C:16]1[CH:15]=[CH:14][CH:13]=[C:12]([F:11])[CH:17]=1. The reactants are [F:1][C:2]1[CH:7]=[CH:6][C:5]([O:8][CH3:9])=[CH:4][C:3]=1I.[F:11][C:12]1[CH:13]=[C:14](B(O)O)[CH:15]=[CH:16][CH:17]=1.C(=O)([O-])[O-].[Na+].[Na+]. (7) The reactants are [CH3:1][NH:2][CH2:3][CH2:4][CH2:5][CH2:6][C:7]([OH:9])=[O:8].[CH3:10]O.[ClH:12]. No catalyst specified. The product is [ClH:12].[CH3:1][NH:2][CH2:3][CH2:4][CH2:5][CH2:6][C:7]([O:9][CH3:10])=[O:8]. The yield is 1.00.